Dataset: Catalyst prediction with 721,799 reactions and 888 catalyst types from USPTO. Task: Predict which catalyst facilitates the given reaction. Reactant: [F:1][C:2]([F:28])([F:27])[CH2:3][CH2:4][NH:5][C:6](=[O:26])[C:7]1[CH:12]=[C:11]([NH2:13])[C:10]([NH:14][CH3:15])=[CH:9][C:8]=1[N:16]1[CH2:21][CH2:20][CH:19]([C:22]([F:25])([F:24])[F:23])[CH2:18][CH2:17]1.[C:29]([O:33][C:34](=[O:48])[NH:35][CH2:36][C:37]1[CH:42]=[CH:41][C:40]([Cl:43])=[C:39]([N:44]=[C:45]=S)[C:38]=1[Cl:47])([CH3:32])([CH3:31])[CH3:30].CC(C)N=C=NC(C)C. Product: [F:28][C:2]([F:1])([F:27])[CH2:3][CH2:4][NH:5][C:6]([C:7]1[C:8]([N:16]2[CH2:21][CH2:20][CH:19]([C:22]([F:23])([F:24])[F:25])[CH2:18][CH2:17]2)=[CH:9][C:10]2[N:14]([CH3:15])[C:45]([NH:44][C:39]3[C:40]([Cl:43])=[CH:41][CH:42]=[C:37]([CH2:36][NH:35][C:34]([O:33][C:29]([CH3:32])([CH3:31])[CH3:30])=[O:48])[C:38]=3[Cl:47])=[N:13][C:11]=2[CH:12]=1)=[O:26]. The catalyst class is: 3.